From a dataset of Forward reaction prediction with 1.9M reactions from USPTO patents (1976-2016). Predict the product of the given reaction. (1) Given the reactants COC1OCC(CO[C:11]2[CH:16]=[CH:15][N:14]=[C:13]([CH2:17][S:18]([C:20]3[NH:24][C:23]4[CH:25]=[CH:26][CH:27]=[CH:28][C:22]=4[N:21]=3)=[O:19])[C:12]=2[CH3:29])CO1.[Na:30].COC1OCC(COC2C=CN=C(CS(C3NC4C=CC=CC=4N=3)=O)C=2C)CO1.[CH2:60]([C:62]1([CH2:70][CH3:71])[O:67][CH2:66][CH:65]([CH2:68][OH:69])[CH2:64][O:63]1)[CH3:61], predict the reaction product. The product is: [Na:30].[CH2:70]([C:62]1([CH2:60][CH3:61])[O:63][CH2:64][CH:65]([CH2:68][O:69][C:11]2[CH:16]=[CH:15][N:14]=[C:13]([CH2:17][S:18]([C:20]3[NH:24][C:23]4[CH:25]=[CH:26][CH:27]=[CH:28][C:22]=4[N:21]=3)=[O:19])[C:12]=2[CH3:29])[CH2:66][O:67]1)[CH3:71]. (2) Given the reactants [OH-:1].[Na+].OO.CS(C)=O.[NH2:9][C@H:10]1[CH2:15][CH2:14][CH2:13][CH2:12][C@H:11]1[NH:16][C:17]1[C:24]([F:25])=[CH:23][C:20]([C:21]#[N:22])=[C:19]([NH:26][C:27]2[CH:36]=[CH:35][CH:34]=[C:33]3[C:28]=2[CH:29]=[CH:30][CH:31]=[N:32]3)[N:18]=1, predict the reaction product. The product is: [NH2:9][C@H:10]1[CH2:15][CH2:14][CH2:13][CH2:12][C@H:11]1[NH:16][C:17]1[C:24]([F:25])=[CH:23][C:20]([C:21]([NH2:22])=[O:1])=[C:19]([NH:26][C:27]2[CH:36]=[CH:35][CH:34]=[C:33]3[C:28]=2[CH:29]=[CH:30][CH:31]=[N:32]3)[N:18]=1.